This data is from Forward reaction prediction with 1.9M reactions from USPTO patents (1976-2016). The task is: Predict the product of the given reaction. (1) The product is: [NH2:42][CH2:41][CH2:40][NH:43][C:3]([C:5]1[N:13]=[C:12]2[C:8]([N:9]=[CH:10][N:11]2[C@@H:14]2[CH2:18][C@H:17]([NH:19][C:20](=[O:26])[CH2:21][OH:22])[C@@H:16]([OH:27])[C@H:15]2[OH:28])=[C:7]([NH:29][C@H:30]([CH2:38][OH:39])[CH2:31][C:32]2[CH:37]=[CH:36][CH:35]=[CH:34][CH:33]=2)[N:6]=1)=[O:4]. Given the reactants CO[C:3]([C:5]1[N:13]=[C:12]2[C:8]([N:9]=[CH:10][N:11]2[C@@H:14]2[CH2:18][C@H:17]([NH:19][C:20](=[O:26])[CH2:21][O:22]C(=O)C)[C@@H:16]([OH:27])[C@H:15]2[OH:28])=[C:7]([NH:29][C@H:30]([CH2:38][OH:39])[CH2:31][C:32]2[CH:37]=[CH:36][CH:35]=[CH:34][CH:33]=2)[N:6]=1)=[O:4].[CH2:40]([NH2:43])[CH2:41][NH2:42], predict the reaction product. (2) Given the reactants Cl[C:2]1[N:3]=[N:4][C:5]([C:12]2[CH:17]=[CH:16][CH:15]=[CH:14][CH:13]=2)=[CH:6][C:7]=1[C:8]([F:11])([F:10])[F:9].[NH3:18], predict the reaction product. The product is: [C:12]1([C:5]2[N:4]=[N:3][C:2]([NH2:18])=[C:7]([C:8]([F:11])([F:10])[F:9])[CH:6]=2)[CH:17]=[CH:16][CH:15]=[CH:14][CH:13]=1. (3) Given the reactants [CH3:1][C:2]1[O:6][N:5]=[C:4]([C:7]2[CH:12]=[CH:11][CH:10]=[CH:9][CH:8]=2)[C:3]=1[C:13]1[O:17][C:16]([C:18]2[CH:26]=[CH:25][C:21]([C:22](O)=[O:23])=[CH:20][CH:19]=2)=[N:15][N:14]=1.C([N:29]1[CH:33]=[CH:32][N:31]=[CH:30]1)([N:29]1[CH:33]=[CH:32][N:31]=[CH:30]1)=O, predict the reaction product. The product is: [N:29]1([C:22]([C:21]2[CH:25]=[CH:26][C:18]([C:16]3[O:17][C:13]([C:3]4[C:4]([C:7]5[CH:8]=[CH:9][CH:10]=[CH:11][CH:12]=5)=[N:5][O:6][C:2]=4[CH3:1])=[N:14][N:15]=3)=[CH:19][CH:20]=2)=[O:23])[CH:33]=[CH:32][N:31]=[CH:30]1. (4) The product is: [CH2:1]([O:8][C:9]([N:11]1[CH2:16][CH2:15][CH2:14][C:13](=[N:19][NH:18][C:20]([O:22][C:23]([CH3:26])([CH3:25])[CH3:24])=[O:21])[CH2:12]1)=[O:10])[C:2]1[CH:7]=[CH:6][CH:5]=[CH:4][CH:3]=1. Given the reactants [CH2:1]([O:8][C:9]([N:11]1[CH2:16][CH2:15][CH2:14][C:13](=O)[CH2:12]1)=[O:10])[C:2]1[CH:7]=[CH:6][CH:5]=[CH:4][CH:3]=1.[NH:18]([C:20]([O:22][C:23]([CH3:26])([CH3:25])[CH3:24])=[O:21])[NH2:19], predict the reaction product. (5) Given the reactants C(=[N:14][C:15]1[CH:20]=[CH:19][C:18]([CH:21]2[O:26][CH2:25][CH2:24][N:23]([CH2:27][C:28]3[CH:33]=[CH:32][CH:31]=[CH:30][CH:29]=3)[CH2:22]2)=[CH:17][CH:16]=1)(C1C=CC=CC=1)C1C=CC=CC=1.Cl, predict the reaction product. The product is: [CH2:27]([N:23]1[CH2:24][CH2:25][O:26][CH:21]([C:18]2[CH:17]=[CH:16][C:15]([NH2:14])=[CH:20][CH:19]=2)[CH2:22]1)[C:28]1[CH:29]=[CH:30][CH:31]=[CH:32][CH:33]=1.